This data is from Full USPTO retrosynthesis dataset with 1.9M reactions from patents (1976-2016). The task is: Predict the reactants needed to synthesize the given product. (1) The reactants are: F[C:2]1[CH:17]=[C:16]([N+:18]([O-:20])=[O:19])[CH:15]=[CH:14][C:3]=1[C:4]([NH:6][CH:7]1[CH2:12][CH2:11][N:10]([CH3:13])[CH2:9][CH2:8]1)=[O:5].[CH3:21]C1C=C(C=CC=1[N+]([O-])=O)C(O)=O. Given the product [CH3:21][C:17]1[CH:2]=[C:3]([CH:14]=[CH:15][C:16]=1[N+:18]([O-:20])=[O:19])[C:4]([NH:6][CH:7]1[CH2:12][CH2:11][N:10]([CH3:13])[CH2:9][CH2:8]1)=[O:5], predict the reactants needed to synthesize it. (2) Given the product [CH3:31][NH:32][C:33]([N:13]1[CH2:12][CH2:11][N:10]([CH2:14][C:15]2[CH:20]=[CH:19][C:18]([C:21]3[CH:26]=[CH:25][CH:24]=[CH:23][C:22]=3[C:27]([F:30])([F:28])[F:29])=[CH:17][CH:16]=2)[CH2:9][CH:8]1[CH2:1][C:2]1[CH:7]=[CH:6][CH:5]=[CH:4][CH:3]=1)=[O:34], predict the reactants needed to synthesize it. The reactants are: [CH2:1]([CH:8]1[NH:13][CH2:12][CH2:11][N:10]([CH2:14][C:15]2[CH:20]=[CH:19][C:18]([C:21]3[CH:26]=[CH:25][CH:24]=[CH:23][C:22]=3[C:27]([F:30])([F:29])[F:28])=[CH:17][CH:16]=2)[CH2:9]1)[C:2]1[CH:7]=[CH:6][CH:5]=[CH:4][CH:3]=1.[CH3:31][N:32]=[C:33]=[O:34]. (3) Given the product [C:1]([C:3]1[CH:4]=[CH:5][C:6]([NH:9][C:10]([CH:12]2[NH:16][CH:15]([CH2:17][C:18]([CH3:21])([CH3:20])[CH3:19])[C:14]3([C:29]4[C:24](=[CH:25][C:26]([Cl:30])=[CH:27][CH:28]=4)[NH:23][C:22]3=[O:31])[CH:13]2[C:32]2[CH:37]=[CH:36][CH:35]=[C:34]([Br:38])[C:33]=2[F:39])=[O:11])=[CH:7][CH:8]=1)(=[O:40])[NH2:2], predict the reactants needed to synthesize it. The reactants are: [C:1]([C:3]1[CH:8]=[CH:7][C:6]([NH:9][C:10]([CH:12]2[NH:16][CH:15]([CH2:17][C:18]([CH3:21])([CH3:20])[CH3:19])[C:14]3([C:29]4[C:24](=[CH:25][C:26]([Cl:30])=[CH:27][CH:28]=4)[NH:23][C:22]3=[O:31])[CH:13]2[C:32]2[CH:37]=[CH:36][CH:35]=[C:34]([Br:38])[C:33]=2[F:39])=[O:11])=[CH:5][CH:4]=1)#[N:2].[OH:40]O.[OH-].[Na+]. (4) Given the product [CH:15]1([NH:18][C:19]([C:20]2[CH:25]=[CH:24][C:23]([CH:2]3[CH2:7][CH2:6][N:5]([C:8]([O:10][C:11]([CH3:14])([CH3:13])[CH3:12])=[O:9])[CH2:4][CH2:3]3)=[CH:22][CH:21]=2)=[O:27])[CH2:16][CH2:17]1, predict the reactants needed to synthesize it. The reactants are: O[CH:2]1[CH2:7][CH2:6][N:5]([C:8]([O:10][C:11]([CH3:14])([CH3:13])[CH3:12])=[O:9])[CH2:4][CH2:3]1.[CH:15]1([NH:18][C:19](=[O:27])[C:20]2[CH:25]=[CH:24][C:23](I)=[CH:22][CH:21]=2)[CH2:17][CH2:16]1. (5) The reactants are: C[O:2][C:3]1[CH:20]=[CH:19][C:18]2[C@@H:17]3[C@H:8]([C@H:9]4[C@@:13]([CH2:15][CH2:16]3)([CH3:14])[C@@H:12]([OH:21])[CH2:11][CH2:10]4)[C@H:7]([CH2:22]C=C)[CH2:6][C:5]=2[CH:4]=1.[F:25][C:26]([F:49])([C:45]([F:48])([F:47])[F:46])[CH2:27][CH2:28][CH2:29][CH2:30][CH2:31][CH:32]([CH2:38][CH2:39][CH2:40][CH2:41][CH2:42][CH:43]=[CH2:44])[C:33]([O:35]CC)=[O:34]. Given the product [OH:2][C:3]1[CH:20]=[CH:19][C:18]2[C@@H:17]3[C@H:8]([C@H:9]4[C@@:13]([CH2:15][CH2:16]3)([CH3:14])[C@@H:12]([OH:21])[CH2:11][CH2:10]4)[C@H:7]([CH2:22][CH2:44][CH2:43][CH2:42][CH2:41][CH2:40][CH2:39][CH2:38][CH:32]([CH2:31][CH2:30][CH2:29][CH2:28][CH2:27][C:26]([F:25])([F:49])[C:45]([F:46])([F:47])[F:48])[C:33]([OH:35])=[O:34])[CH2:6][C:5]=2[CH:4]=1, predict the reactants needed to synthesize it. (6) The reactants are: [C:1]([C:4]1[C:5](=[O:33])[N:6]([CH2:10][C@H:11]2[C@H:17]([C:18]3[CH:23]=[CH:22][C:21]([Cl:24])=[C:20]([F:25])[CH:19]=3)[O:16][CH2:15][CH2:14][N:13](C(OC(C)(C)C)=O)[CH2:12]2)[CH:7]=[CH:8][CH:9]=1)(=S)[NH2:2].[C:34]([O:38]C)(=O)[NH:35][NH2:36]. Given the product [ClH:24].[Cl:24][C:21]1[CH:22]=[CH:23][C:18]([C@@H:17]2[O:16][CH2:15][CH2:14][NH:13][CH2:12][C@H:11]2[CH2:10][N:6]2[CH:7]=[CH:8][CH:9]=[C:4]([C:1]3[NH:2][C:34](=[O:38])[NH:35][N:36]=3)[C:5]2=[O:33])=[CH:19][C:20]=1[F:25], predict the reactants needed to synthesize it.